Task: Predict which catalyst facilitates the given reaction.. Dataset: Catalyst prediction with 721,799 reactions and 888 catalyst types from USPTO (1) Reactant: FC(F)(F)C(O)=O.[CH3:8][C@H:9]([O:13][C:14]1[CH:15]=[C:16]([C:33]([NH:35][C:36]2[CH:40]=[CH:39][N:38](C(OC(C)(C)C)=O)[N:37]=2)=[O:34])[CH:17]=[C:18]([O:20][C:21]2[CH:32]=[CH:31][C:24]3[C:25](=[O:30])[N:26]([CH3:29])[CH2:27][O:28][C:23]=3[CH:22]=2)[CH:19]=1)[CH2:10][O:11][CH3:12]. Product: [CH3:8][C@H:9]([O:13][C:14]1[CH:15]=[C:16]([CH:17]=[C:18]([O:20][C:21]2[CH:32]=[CH:31][C:24]3[C:25](=[O:30])[N:26]([CH3:29])[CH2:27][O:28][C:23]=3[CH:22]=2)[CH:19]=1)[C:33]([NH:35][C:36]1[CH:40]=[CH:39][NH:38][N:37]=1)=[O:34])[CH2:10][O:11][CH3:12]. The catalyst class is: 2. (2) Reactant: [NH2:1][C:2]1[CH:3]=[CH:4][C:5]([F:31])=[C:6]([CH:30]=1)[O:7][C:8]1[N:9]=[C:10]([NH:21][C:22]2[CH:23]=[N:24][N:25]([CH2:27][CH2:28][OH:29])[CH:26]=2)[C:11]([C:18]([NH2:20])=[O:19])=[N:12][C:13]=1[C:14](O)([CH3:16])[CH3:15].C(N(C(C)C)CC)(C)C. Product: [NH2:1][C:2]1[CH:3]=[CH:4][C:5]([F:31])=[C:6]([CH:30]=1)[O:7][C:8]1[N:9]=[C:10]([NH:21][C:22]2[CH:23]=[N:24][N:25]([CH2:27][CH2:28][OH:29])[CH:26]=2)[C:11]([C:18]([NH2:20])=[O:19])=[N:12][C:13]=1[C:14]([CH3:16])=[CH2:15]. The catalyst class is: 60. (3) Reactant: [Cl:1][C:2]1[N:7]=[C:6]([NH:8][CH2:9][CH2:10][CH2:11][OH:12])[C:5](I)=[CH:4][N:3]=1.[S:14]1[CH:18]=[CH:17][CH:16]=[C:15]1B(O)O.O1C=CC=C1P(C1OC=CC=1)C1OC=CC=1.C([O-])([O-])=O.[Na+].[Na+]. Product: [Cl:1][C:2]1[N:7]=[C:6]([NH:8][CH2:9][CH2:10][CH2:11][OH:12])[C:5]([C:15]2[S:14][CH:18]=[CH:17][CH:16]=2)=[CH:4][N:3]=1. The catalyst class is: 216. (4) Reactant: OC[CH:3]1[CH2:8][CH2:7][NH:6][CH2:5][CH2:4]1.CCN(C(C)C)C(C)C.[CH2:18](Br)[C:19]1[CH:24]=[CH:23][CH:22]=[CH:21][CH:20]=1. Product: [CH2:18]([N:6]1[CH2:5][CH2:4][CH2:3][CH2:8][CH2:7]1)[C:19]1[CH:24]=[CH:23][CH:22]=[CH:21][CH:20]=1. The catalyst class is: 10. (5) Reactant: [Cl:1][CH2:2][C:3](=[CH2:36])[CH2:4][O:5][C:6]1[CH:35]=[CH:34][C:9]([CH2:10][NH:11][C:12]2[N:17]=[C:16]([O:18][CH2:19][C:20]([F:23])([F:22])[F:21])[N:15]=[C:14]([NH:24][C:25]3[CH:33]=[CH:32][C:28]([C:29]([OH:31])=O)=[CH:27][CH:26]=3)[N:13]=2)=[CH:8][CH:7]=1.CN(C(ON1N=NC2C=CC=CC1=2)=[N+](C)C)C.[B-](F)(F)(F)F.[C:59]([O:63][C:64](=[O:71])[NH:65][CH2:66][CH:67]1[CH2:70][NH:69][CH2:68]1)([CH3:62])([CH3:61])[CH3:60].CCN(C(C)C)C(C)C. Product: [C:59]([O:63][C:64](=[O:71])[NH:65][CH2:66][CH:67]1[CH2:68][N:69]([C:29](=[O:31])[C:28]2[CH:32]=[CH:33][C:25]([NH:24][C:14]3[N:13]=[C:12]([NH:11][CH2:10][C:9]4[CH:8]=[CH:7][C:6]([O:5][CH2:4][C:3]([CH2:2][Cl:1])=[CH2:36])=[CH:35][CH:34]=4)[N:17]=[C:16]([O:18][CH2:19][C:20]([F:23])([F:21])[F:22])[N:15]=3)=[CH:26][CH:27]=2)[CH2:70]1)([CH3:62])([CH3:60])[CH3:61]. The catalyst class is: 3. (6) Reactant: [OH-].[K+].[CH2:3]([C:10]1[N:15]=[N:14][C:13]([N:16]2[CH2:21][CH2:20][N:19]([C:22]3[CH:27]=[N:26][C:25]([C:28](=[O:30])[CH3:29])=[CH:24][N:23]=3)[C@H:18]([CH3:31])[CH2:17]2)=[C:12]([CH3:32])[C:11]=1[CH3:33])[C:4]1[CH:9]=[CH:8][CH:7]=[CH:6][CH:5]=1.C(O)(=[O:36])C.C(O)(=O)C.IC1C=CC=CC=1.Cl.C([O-])(O)=O.[Na+]. Product: [CH2:3]([C:10]1[N:15]=[N:14][C:13]([N:16]2[CH2:21][CH2:20][N:19]([C:22]3[CH:27]=[N:26][C:25]([C:28](=[O:30])[CH2:29][OH:36])=[CH:24][N:23]=3)[C@H:18]([CH3:31])[CH2:17]2)=[C:12]([CH3:32])[C:11]=1[CH3:33])[C:4]1[CH:9]=[CH:8][CH:7]=[CH:6][CH:5]=1. The catalyst class is: 24. (7) Reactant: C1(C)C=CC=CC=1OP([CH2:18][C:19]([O:21][CH2:22][CH3:23])=[O:20])(OC1C=CC=CC=1C)=O.[OH-].[CH2:26]([N+](C)(C)C)C1C=CC=CC=1.CO.[Br:39][C:40]1[CH:45]=[CH:44][C:43]([S:46]([N:49]2[C:57]3[C:52](=[CH:53][CH:54]=[CH:55][CH:56]=3)[CH:51]=[C:50]2C=O)(=[O:48])=[O:47])=[CH:42][CH:41]=1.[Cl-].[Na+]. Product: [Br:39][C:40]1[CH:45]=[CH:44][C:43]([S:46]([N:49]2[C:57]3[C:52](=[CH:53][CH:54]=[CH:55][CH:56]=3)[CH:51]=[C:50]2/[CH:26]=[CH:18]\[C:19]([O:21][CH2:22][CH3:23])=[O:20])(=[O:48])=[O:47])=[CH:42][CH:41]=1. The catalyst class is: 1. (8) Reactant: [Cl:1][CH2:2][CH:3]([OH:6])[CH2:4][SH:5].OO. Product: [Cl:1][CH2:2][CH:3]([OH:6])[CH2:4][S:5][S:5][CH2:4][CH:3]([OH:6])[CH2:2][Cl:1]. The catalyst class is: 5.